From a dataset of Full USPTO retrosynthesis dataset with 1.9M reactions from patents (1976-2016). Predict the reactants needed to synthesize the given product. (1) Given the product [F:15][C:14]([F:17])([F:16])[C:13]([C:6]1[C:7]([CH3:12])=[N:8][C:9]2[C:4]([C:5]=1[C:19]1[CH:24]=[CH:23][C:22]([S:25]([CH3:28])(=[O:26])=[O:27])=[CH:21][CH:20]=1)=[CH:3][C:2]([N:33]1[CH2:34][CH2:35][C:30]([OH:29])([C:36]3[CH:37]=[CH:38][CH:39]=[CH:40][CH:41]=3)[CH2:31][CH2:32]1)=[CH:11][CH:10]=2)=[O:18], predict the reactants needed to synthesize it. The reactants are: Br[C:2]1[CH:3]=[C:4]2[C:9](=[CH:10][CH:11]=1)[N:8]=[C:7]([CH3:12])[C:6]([C:13](=[O:18])[C:14]([F:17])([F:16])[F:15])=[C:5]2[C:19]1[CH:24]=[CH:23][C:22]([S:25]([CH3:28])(=[O:27])=[O:26])=[CH:21][CH:20]=1.[OH:29][C:30]1([C:36]2[CH:41]=[CH:40][CH:39]=[CH:38][CH:37]=2)[CH2:35][CH2:34][NH:33][CH2:32][CH2:31]1. (2) Given the product [Cl:1][C:2]1[CH:3]=[C:4]([C:9]2([C:22]([F:23])([F:25])[F:24])[O:13][N:12]=[C:11]([C:14]3[CH:15]=[CH:16][C:17]([CH3:21])=[C:18]([NH:19][C:30](=[O:31])[C:29]4[CH:33]=[CH:34][CH:35]=[C:27]([F:26])[CH:28]=4)[CH:20]=3)[CH2:10]2)[CH:5]=[C:6]([Cl:8])[CH:7]=1, predict the reactants needed to synthesize it. The reactants are: [Cl:1][C:2]1[CH:3]=[C:4]([C:9]2([C:22]([F:25])([F:24])[F:23])[O:13][N:12]=[C:11]([C:14]3[CH:15]=[CH:16][C:17]([CH3:21])=[C:18]([CH:20]=3)[NH2:19])[CH2:10]2)[CH:5]=[C:6]([Cl:8])[CH:7]=1.[F:26][C:27]1[CH:28]=[C:29]([CH:33]=[CH:34][CH:35]=1)[C:30](O)=[O:31].Cl.C(N(CC)CCCN=C=NCC)C.C(=O)([O-])O.[Na+]. (3) Given the product [NH2:1][C:2]1[N:3]([C:16]2[CH:21]=[CH:20][C:19]([OH:22])=[CH:18][CH:17]=2)[N:4]=[C:5]2[C:14]3[CH:13]=[CH:12][CH:11]=[CH:10][C:9]=3[NH:8][C:7](=[O:15])[C:6]=12, predict the reactants needed to synthesize it. The reactants are: [NH2:1][C:2]1[N:3]([C:16]2[CH:21]=[CH:20][C:19]([O:22]C)=[CH:18][CH:17]=2)[N:4]=[C:5]2[C:14]3[CH:13]=[CH:12][CH:11]=[CH:10][C:9]=3[NH:8][C:7](=[O:15])[C:6]=12.NC(C(O)=O)CCSC.CS(O)(=O)=O.[OH-].[Na+].C(O)(=O)CC(CC(O)=O)(C(O)=O)O. (4) Given the product [Br:1][C:2]1[S:3][C:4]([CH2:7][NH:26][CH2:25][CH:24]([CH3:27])[CH3:23])=[CH:5][N:6]=1, predict the reactants needed to synthesize it. The reactants are: [Br:1][C:2]1[S:3][C:4]([CH:7]=O)=[CH:5][N:6]=1.C(O[BH-](OC(=O)C)OC(=O)C)(=O)C.[Na+].[CH3:23][CH:24]([CH3:27])[CH2:25][NH2:26].C(O)(=O)C.[OH-].[Na+]. (5) Given the product [OH:22][CH2:21][C@@H:17]1[CH2:18][CH2:19][CH2:20][N:16]1[C:9]([C@@H:8]([CH2:12][CH:13]=[CH2:14])[CH2:7][C:6]([O:5][C:1]([CH3:2])([CH3:3])[CH3:4])=[O:15])=[O:11], predict the reactants needed to synthesize it. The reactants are: [C:1]([O:5][C:6](=[O:15])[CH2:7][C@H:8]([CH2:12][CH:13]=[CH2:14])[C:9]([OH:11])=O)([CH3:4])([CH3:3])[CH3:2].[NH:16]1[CH2:20][CH2:19][CH2:18][C@H:17]1[CH2:21][OH:22].CO.C(Cl)Cl. (6) Given the product [CH2:41]([N:3]([CH2:1][CH3:2])[CH2:4][CH2:5][C:6]1[CH:7]=[C:8]([NH:12][C:13]2[N:18]=[C:17]3[N:19]([C:33]4[CH:34]=[C:35]([CH:38]=[CH:39][CH:40]=4)[C:36]([NH2:37])=[O:43])[C:20](=[O:32])[N:21]([C:24]4[CH:29]=[CH:28][C:27]([O:30][CH3:31])=[CH:26][CH:25]=4)[CH:22]([CH3:23])[C:16]3=[CH:15][N:14]=2)[CH:9]=[CH:10][CH:11]=1)[CH3:42], predict the reactants needed to synthesize it. The reactants are: [CH2:1]([N:3]([CH2:41][CH3:42])[CH2:4][CH2:5][C:6]1[CH:7]=[C:8]([NH:12][C:13]2[N:18]=[C:17]3[N:19]([C:33]4[CH:34]=[C:35]([CH:38]=[CH:39][CH:40]=4)[C:36]#[N:37])[C:20](=[O:32])[N:21]([C:24]4[CH:29]=[CH:28][C:27]([O:30][CH3:31])=[CH:26][CH:25]=4)[CH:22]([CH3:23])[C:16]3=[CH:15][N:14]=2)[CH:9]=[CH:10][CH:11]=1)[CH3:2].[OH-:43].[Na+].C(#N)C1C=CC=CC=1.OO. (7) Given the product [F:38][C:35]1[CH:36]=[CH:37][C:32]([C:20]2[C:19]([C:17]3[CH:16]=[CH:15][N:14]=[C:13]([NH:8][CH2:7][CH2:6][N:1]4[CH2:5][CH2:4][CH2:3][CH2:2]4)[N:18]=3)=[C:23]3[CH:24]=[CH:25][C:26]([C:28]([F:31])([F:30])[F:29])=[CH:27][N:22]3[N:21]=2)=[CH:33][CH:34]=1, predict the reactants needed to synthesize it. The reactants are: [N:1]1([CH2:6][CH2:7][NH2:8])[CH2:5][CH2:4][CH2:3][CH2:2]1.CS([C:13]1[N:18]=[C:17]([C:19]2[C:20]([C:32]3[CH:37]=[CH:36][C:35]([F:38])=[CH:34][CH:33]=3)=[N:21][N:22]3[CH:27]=[C:26]([C:28]([F:31])([F:30])[F:29])[CH:25]=[CH:24][C:23]=23)[CH:16]=[CH:15][N:14]=1)(=O)=O.